From a dataset of Full USPTO retrosynthesis dataset with 1.9M reactions from patents (1976-2016). Predict the reactants needed to synthesize the given product. (1) Given the product [Cl:11][C:10]1[N:9]([CH:12]2[CH2:17][CH2:16][O:15][CH2:14][CH2:13]2)[N:8]=[CH:7][C:6]=1[C:4]([OH:5])=[O:3], predict the reactants needed to synthesize it. The reactants are: C([O:3][C:4]([C:6]1[CH:7]=[N:8][N:9]([CH:12]2[CH2:17][CH2:16][O:15][CH2:14][CH2:13]2)[C:10]=1[Cl:11])=[O:5])C.[OH-].[Li+].O. (2) Given the product [CH3:12][N:13]([CH3:14])[CH2:2][CH2:3][CH2:4][O:5][C:6]1[CH:11]=[CH:10][CH:9]=[CH:8][CH:7]=1, predict the reactants needed to synthesize it. The reactants are: Br[CH2:2][CH2:3][CH2:4][O:5][C:6]1[CH:11]=[CH:10][CH:9]=[CH:8][CH:7]=1.[CH3:12][NH:13][CH3:14].[OH-].[K+].CCOC(C)=O. (3) Given the product [CH2:6]([O:8][C:9]1[C:10]([CH2:37][N:38]2[CH2:39][CH2:40][CH2:41][CH2:42][CH2:43]2)=[C:11]2[C:16](=[C:17]3[CH2:21][C:20]([CH3:22])([CH3:23])[O:19][C:18]=13)[C:15]([C:24]1[CH:25]=[C:26]([N:30]([S:31]([CH3:34])(=[O:32])=[O:33])[S:2]([CH3:1])(=[O:4])=[O:3])[CH:27]=[CH:28][CH:29]=1)=[N:14][C:13]([CH3:36])([CH3:35])[CH2:12]2)[CH3:7], predict the reactants needed to synthesize it. The reactants are: [CH3:1][S:2](Cl)(=[O:4])=[O:3].[CH2:6]([O:8][C:9]1[C:10]([CH2:37][N:38]2[CH2:43][CH2:42][CH2:41][CH2:40][CH2:39]2)=[C:11]2[C:16](=[C:17]3[CH2:21][C:20]([CH3:23])([CH3:22])[O:19][C:18]=13)[C:15]([C:24]1[CH:25]=[C:26]([NH:30][S:31]([CH3:34])(=[O:33])=[O:32])[CH:27]=[CH:28][CH:29]=1)=[N:14][C:13]([CH3:36])([CH3:35])[CH2:12]2)[CH3:7].C(N(CC)CC)C.C(=O)([O-])O.[Na+].